This data is from Full USPTO retrosynthesis dataset with 1.9M reactions from patents (1976-2016). The task is: Predict the reactants needed to synthesize the given product. (1) Given the product [F:1][C:2]([F:13])([F:12])[C:26]1[CH:25]=[C:24]2[C:20]([C:21]([N:30]=[C:31]=[O:32])=[CH:22][N:23]2[C:27]([NH2:29])=[O:28])=[CH:19][CH:18]=1, predict the reactants needed to synthesize it. The reactants are: [F:1][C:2]([F:13])([F:12])C1C=C2C(C=CN2)=CC=1.C(O[C:18]1[CH:19]=[C:20]2[C:24](=[CH:25][CH:26]=1)[N:23]([C:27]([NH2:29])=[O:28])[CH:22]=[C:21]2[N:30]=[C:31]=[O:32])C=C. (2) Given the product [CH2:12]([O:19][N:20]1[C@H:25]2[CH2:26][N:22]([C@H:23]([C:27]([OH:29])=[O:28])[CH2:24]2)[C:21]1=[O:33])[C:13]1[CH:14]=[CH:15][CH:16]=[CH:17][CH:18]=1, predict the reactants needed to synthesize it. The reactants are: C(C(CCCC)C([O-])=O)C.[Na+].[CH2:12]([O:19][N:20]1[C@H:25]2[CH2:26][N:22]([C@H:23]([C:27]([O:29]CC=C)=[O:28])[CH2:24]2)[C:21]1=[O:33])[C:13]1[CH:18]=[CH:17][CH:16]=[CH:15][CH:14]=1.CC(C)=O. (3) Given the product [CH3:19][N:20]([CH2:21][CH:22]([CH3:24])[CH3:23])[C:2]1[CH:11]=[CH:10][C:9]2[CH2:8][N:7]([C:12]([O:14][C:15]([CH3:18])([CH3:17])[CH3:16])=[O:13])[CH2:6][CH2:5][C:4]=2[N:3]=1, predict the reactants needed to synthesize it. The reactants are: Cl[C:2]1[CH:11]=[CH:10][C:9]2[CH2:8][N:7]([C:12]([O:14][C:15]([CH3:18])([CH3:17])[CH3:16])=[O:13])[CH2:6][CH2:5][C:4]=2[N:3]=1.[CH3:19][NH:20][CH2:21][CH:22]([CH3:24])[CH3:23]. (4) Given the product [CH2:16]([N:23]1[CH2:28][CH2:27][C:26]([C:3]2[CH:8]=[CH:7][C:6]([C:9]3[O:10][CH2:11][C:12]([CH3:15])([CH3:14])[N:13]=3)=[CH:5][CH:4]=2)([OH:29])[CH2:25][CH2:24]1)[C:17]1[CH:18]=[CH:19][CH:20]=[CH:21][CH:22]=1, predict the reactants needed to synthesize it. The reactants are: [Mg].Br[C:3]1[CH:8]=[CH:7][C:6]([C:9]2[O:10][CH2:11][C:12]([CH3:15])([CH3:14])[N:13]=2)=[CH:5][CH:4]=1.[CH2:16]([N:23]1[CH2:28][CH2:27][C:26](=[O:29])[CH2:25][CH2:24]1)[C:17]1[CH:22]=[CH:21][CH:20]=[CH:19][CH:18]=1.[Cl-].[NH4+].